This data is from Reaction yield outcomes from USPTO patents with 853,638 reactions. The task is: Predict the reaction yield, written as a fraction of the theoretical maximum amount of product (1.0 means a 100% yield; for example, 0.34 means a 34% yield). (1) The reactants are C(=O)([O-])[O-].[K+].[K+].[CH3:7][O:8][C:9](=[O:14])[CH2:10][CH2:11][CH2:12][NH2:13].[CH3:15][O:16][C:17](=[O:22])[C@H:18](Br)[CH2:19][CH3:20]. The catalyst is C(#N)C. The product is [CH3:7][O:8][C:9](=[O:14])[CH2:10][CH2:11][CH2:12][NH:13][CH:18]([C:17]([O:16][CH3:15])=[O:22])[CH2:19][CH3:20]. The yield is 0.980. (2) The reactants are [C:1]1([S:7]([N:10]2[C:14]3=[N:15][CH:16]=[C:17]([N+:20]([O-:22])=[O:21])[C:18](Cl)=[C:13]3[CH:12]=[CH:11]2)(=[O:9])=[O:8])[CH:6]=[CH:5][CH:4]=[CH:3][CH:2]=1.[NH2:23][CH:24]1[CH2:29][CH2:28][N:27]([CH:30]([CH3:34])[CH2:31][C:32]#[N:33])[CH2:26][CH2:25]1.C(N(C(C)C)CC)(C)C. The catalyst is CC(O)C. The product is [C:1]1([S:7]([N:10]2[C:14]3=[N:15][CH:16]=[C:17]([N+:20]([O-:22])=[O:21])[C:18]([NH:23][CH:24]4[CH2:29][CH2:28][N:27]([CH:30]([CH3:34])[CH2:31][C:32]#[N:33])[CH2:26][CH2:25]4)=[C:13]3[CH:12]=[CH:11]2)(=[O:9])=[O:8])[CH:6]=[CH:5][CH:4]=[CH:3][CH:2]=1. The yield is 0.530. (3) The yield is 1.00. The reactants are [C:1](Cl)(Cl)=[S:2].[C:5]1([CH:11]([C:14]2[CH:19]=[CH:18][CH:17]=[CH:16][CH:15]=2)[CH2:12][NH2:13])[CH:10]=[CH:9][CH:8]=[CH:7][CH:6]=1.[OH-].[Na+]. The product is [N:13]([CH2:12][CH:11]([C:5]1[CH:10]=[CH:9][CH:8]=[CH:7][CH:6]=1)[C:14]1[CH:19]=[CH:18][CH:17]=[CH:16][CH:15]=1)=[C:1]=[S:2]. No catalyst specified. (4) The yield is 0.540. The reactants are [F:1][C:2]1[CH:10]=[CH:9][CH:8]=[C:7]2[C:3]=1[C:4]([CH:11]=[O:12])=[CH:5][NH:6]2.[CH2:13](OC(C1NC2C(C=1)=CC=CC=2)=O)C. The product is [F:1][C:2]1[CH:10]=[CH:9][CH:8]=[C:7]2[C:3]=1[C:4]([CH:11]=[O:12])=[CH:5][N:6]2[CH3:13]. No catalyst specified. (5) The reactants are Cl[CH2:2][N:3]1[CH2:7][CH:6]([CH2:8][CH2:9][CH3:10])[CH2:5][C:4]1=[O:11].[Al+3].[Cl-].[Cl-].[Cl-].[CH3:16][N:17]1[C:21]([NH2:22])=[CH:20][CH:19]=[N:18]1.C(=O)(O)[O-].[Na+]. The catalyst is C(Cl)Cl.O. The product is [NH2:22][C:21]1[N:17]([CH3:16])[N:18]=[CH:19][C:20]=1[CH2:2][N:3]1[CH2:7][CH:6]([CH2:8][CH2:9][CH3:10])[CH2:5][C:4]1=[O:11]. The yield is 0.160. (6) The reactants are [Na].[S:2]1C=CC=C1CC(O)=O.Br[CH2:12][CH2:13][CH2:14][CH2:15][CH2:16][CH2:17][CH2:18][CH2:19][CH2:20][CH2:21][CH2:22][CH2:23][CH2:24][CH2:25][CH2:26][CH2:27][OH:28].[OH-].[Na+].Cl. The catalyst is CO. The product is [SH:2][CH2:12][CH2:13][CH2:14][CH2:15][CH2:16][CH2:17][CH2:18][CH2:19][CH2:20][CH2:21][CH2:22][CH2:23][CH2:24][CH2:25][CH2:26][CH2:27][OH:28]. The yield is 0.700. (7) The reactants are C[N:2]([CH3:22])[CH:3]=[C:4]([C:10](=O)[C:11]1[CH:16]=[CH:15][C:14]([N+:17]([O-:19])=[O:18])=[C:13]([F:20])[CH:12]=1)[C:5]([O:7][CH2:8][CH3:9])=[O:6].NC(C(N)=O)[C:25]([NH2:27])=[O:26]. The catalyst is CC(O)=O. The product is [NH2:27][C:25]([C:22]1[NH:2][CH:3]=[C:4]([C:5]([O:7][CH2:8][CH3:9])=[O:6])[C:10]=1[C:11]1[CH:16]=[CH:15][C:14]([N+:17]([O-:19])=[O:18])=[C:13]([F:20])[CH:12]=1)=[O:26]. The yield is 0.690. (8) The reactants are [Cl:1][C:2]1[CH:7]=[CH:6][CH:5]=[C:4]([Cl:8])[C:3]=1[C:9]([CH3:13])([CH3:12])[C:10]#[N:11].[Br:14][C:15]1[CH:21]=[CH:20][C:18]([NH2:19])=[C:17]([F:22])[CH:16]=1.C[Al](C)C.C1(C)C=CC=CC=1. The catalyst is CC1C=CC=CC=1C. The product is [Br:14][C:15]1[CH:21]=[CH:20][C:18]([NH:19][C:10](=[NH:11])[C:9]([C:3]2[C:2]([Cl:1])=[CH:7][CH:6]=[CH:5][C:4]=2[Cl:8])([CH3:13])[CH3:12])=[C:17]([F:22])[CH:16]=1. The yield is 0.464. (9) The reactants are [C:1]1([S:7][CH3:8])[CH:6]=[CH:5][CH:4]=[CH:3][CH:2]=1.CC([O-])(C)C.[K+].[SiH:15]([CH2:20][CH3:21])([CH2:18][CH3:19])[CH2:16][CH3:17]. The yield is 0.680. The product is [CH2:16]([Si:15]([CH2:20][CH3:21])([CH2:18][CH3:19])[CH2:8][S:7][C:1]1[CH:6]=[CH:5][CH:4]=[CH:3][CH:2]=1)[CH3:17]. The catalyst is O1CCCC1.